Dataset: Catalyst prediction with 721,799 reactions and 888 catalyst types from USPTO. Task: Predict which catalyst facilitates the given reaction. (1) Reactant: Cl[C:2]1[CH:3]=[CH:4][C:5]2[N+:10]([O-])=[N:9][C:8](=[O:12])[N:7]([CH2:13][CH:14]=[CH2:15])[C:6]=2[CH:16]=1.[CH3:17][O-:18].[Na+].O. The catalyst class is: 5. Product: [CH3:17][O:18][C:2]1[CH:3]=[CH:4][C:5]2[N:10]=[N:9][C:8](=[O:12])[N:7]([CH2:13][CH:14]=[CH2:15])[C:6]=2[CH:16]=1. (2) Reactant: [CH3:1][O:2][C:3]([C:5]1[CH:6]([C:17]2[CH:22]=[CH:21][C:20]([F:23])=[CH:19][C:18]=2[Cl:24])[N:7]=[C:8]([C:12]2[S:13][CH:14]=[CH:15][N:16]=2)[NH:9][C:10]=1[CH3:11])=[O:4].C1C(=O)N([Br:32])C(=O)C1. Product: [CH3:1][O:2][C:3]([C:5]1[CH:6]([C:17]2[CH:22]=[CH:21][C:20]([F:23])=[CH:19][C:18]=2[Cl:24])[N:7]=[C:8]([C:12]2[S:13][CH:14]=[CH:15][N:16]=2)[NH:9][C:10]=1[CH2:11][Br:32])=[O:4]. The catalyst class is: 53. (3) Reactant: [C:1]1([S:7](Cl)(=[O:9])=[O:8])[CH:6]=[CH:5][CH:4]=[CH:3][CH:2]=1.[NH2:11][CH2:12][C:13]1[CH:21]=[CH:20][C:16]([C:17]([OH:19])=[O:18])=[CH:15][CH:14]=1.Cl. Product: [C:1]1([S:7]([NH:11][CH2:12][C:13]2[CH:14]=[CH:15][C:16]([C:17]([OH:19])=[O:18])=[CH:20][CH:21]=2)(=[O:9])=[O:8])[CH:6]=[CH:5][CH:4]=[CH:3][CH:2]=1. The catalyst class is: 74. (4) Reactant: [F:1][C:2]1[CH:10]=[C:9]2[C:5]([CH2:6][C:7](=[O:17])[N:8]2[CH:11]2[CH2:16][CH2:15][NH:14][CH2:13][CH2:12]2)=[CH:4][C:3]=1[C:18]([NH:20][CH3:21])=[O:19].C(N(CC)CC)C.[Cl:29][CH2:30][C:31]([N:33]1[CH2:38][CH2:37][C:36]([CH3:40])([CH3:39])[CH2:35][CH2:34]1)=[O:32]. Product: [Cl-:29].[CH3:39][C:36]1([CH3:40])[CH2:35][CH2:34][N:33]([C:31](=[O:32])[CH2:30][NH+:14]2[CH2:15][CH2:16][CH:11]([N:8]3[C:9]4[C:5](=[CH:4][C:3]([C:18]([NH:20][CH3:21])=[O:19])=[C:2]([F:1])[CH:10]=4)[CH2:6][C:7]3=[O:17])[CH2:12][CH2:13]2)[CH2:38][CH2:37]1. The catalyst class is: 9.